Predict the reactants needed to synthesize the given product. From a dataset of Full USPTO retrosynthesis dataset with 1.9M reactions from patents (1976-2016). Given the product [OH:1][C:2]1[C:7]([N+:18]([O-:20])=[O:19])=[C:6]([OH:8])[N:5]=[C:4]([S:9][CH3:10])[N:3]=1, predict the reactants needed to synthesize it. The reactants are: [OH:1][C:2]1[CH:7]=[C:6]([OH:8])[N:5]=[C:4]([S:9][CH3:10])[N:3]=1.FC(F)(F)C(O)=O.[N+:18]([O-])([OH:20])=[O:19].